Dataset: Full USPTO retrosynthesis dataset with 1.9M reactions from patents (1976-2016). Task: Predict the reactants needed to synthesize the given product. (1) Given the product [O:18]1[C:17]2[CH:21]=[CH:22][C:14]([C:12]([CH:9]3[CH2:8][CH2:7][N:6]([CH2:5][C:4]([OH:23])=[O:3])[CH2:11][CH2:10]3)=[O:13])=[CH:15][C:16]=2[O:20][CH2:19]1, predict the reactants needed to synthesize it. The reactants are: C([O:3][C:4](=[O:23])[CH2:5][N:6]1[CH2:11][CH2:10][CH:9]([C:12]([C:14]2[CH:22]=[CH:21][C:17]3[O:18][CH2:19][O:20][C:16]=3[CH:15]=2)=[O:13])[CH2:8][CH2:7]1)C.O[Li].O. (2) Given the product [Br:20][C:5]1[C:6]([NH:9][C@@H:10]2[C@@H:15]3[CH2:16][C@@H:12]([CH:13]=[CH:14]3)[C@@H:11]2[C:17]([NH2:19])=[O:18])=[C:7]2[N:8]=[C:27]([C:26]3[CH:29]=[CH:30][C:23]([N:22]([CH3:31])[CH3:21])=[CH:24][CH:25]=3)[NH:1][C:2]2=[N:3][CH:4]=1, predict the reactants needed to synthesize it. The reactants are: [NH2:1][C:2]1[C:7]([NH2:8])=[C:6]([NH:9][C@@H:10]2[C@@H:15]3[CH2:16][C@@H:12]([CH:13]=[CH:14]3)[C@@H:11]2[C:17]([NH2:19])=[O:18])[C:5]([Br:20])=[CH:4][N:3]=1.[CH3:21][N:22]([CH3:31])[C:23]1[CH:30]=[CH:29][C:26]([CH:27]=O)=[CH:25][CH:24]=1.C([O-])(=O)C.[NH4+]. (3) Given the product [O:19]=[C:14]1[CH:15]=[CH:16][CH:17]=[CH:18][N:13]1[C:10]1[CH:9]=[CH:8][C:7]([N:1]2[CH2:6][CH2:5][N:4]([CH2:21][CH2:22][CH2:23][C:24]([C:26]3[C:34]4[C:29](=[CH:30][CH:31]=[C:32]([C:35]#[N:36])[CH:33]=4)[NH:28][CH:27]=3)=[O:25])[CH2:3][CH2:2]2)=[CH:12][CH:11]=1, predict the reactants needed to synthesize it. The reactants are: [N:1]1([C:7]2[CH:12]=[CH:11][C:10]([N:13]3[CH:18]=[CH:17][CH:16]=[CH:15][C:14]3=[O:19])=[CH:9][CH:8]=2)[CH2:6][CH2:5][NH:4][CH2:3][CH2:2]1.Cl[CH2:21][CH2:22][CH2:23][C:24]([C:26]1[C:34]2[C:29](=[CH:30][CH:31]=[C:32]([C:35]#[N:36])[CH:33]=2)[NH:28][CH:27]=1)=[O:25].C(=O)([O-])[O-].[K+].[K+].[I-].[K+]. (4) Given the product [C:1]([C:5]1[CH:10]=[CH:9][C:8]([S:11]([NH:15][C@H:16]([C:37]2[CH:38]=[CH:39][CH:40]=[CH:41][CH:42]=2)[CH2:17][CH2:18][N:19]2[CH2:24][CH2:23][CH:22]([C:25]3[CH:26]=[C:27]([NH:31][C:32](=[O:36])[CH:33]([CH3:35])[CH3:34])[CH:28]=[CH:29][CH:30]=3)[CH2:21][CH2:20]2)(=[O:13])=[O:12])=[CH:7][CH:6]=1)([CH3:4])([CH3:3])[CH3:2], predict the reactants needed to synthesize it. The reactants are: [C:1]([C:5]1[CH:10]=[CH:9][C:8]([S:11](Cl)(=[O:13])=[O:12])=[CH:7][CH:6]=1)([CH3:4])([CH3:3])[CH3:2].[NH2:15][C@H:16]([C:37]1[CH:42]=[CH:41][CH:40]=[CH:39][CH:38]=1)[CH2:17][CH2:18][N:19]1[CH2:24][CH2:23][CH:22]([C:25]2[CH:26]=[C:27]([NH:31][C:32](=[O:36])[CH:33]([CH3:35])[CH3:34])[CH:28]=[CH:29][CH:30]=2)[CH2:21][CH2:20]1. (5) Given the product [C:1]([NH:5][C:6]([C:8]1[O:12][C:11]([CH2:13][N:14]2[CH2:19][CH2:18][NH:17][CH2:16][CH2:15]2)=[CH:10][CH:9]=1)=[O:7])([CH3:4])([CH3:2])[CH3:3], predict the reactants needed to synthesize it. The reactants are: [C:1]([NH:5][C:6]([C:8]1[O:12][C:11]([CH2:13][N:14]2[CH2:19][CH2:18][N:17](C(OC(C)(C)C)=O)[CH2:16][CH2:15]2)=[CH:10][CH:9]=1)=[O:7])([CH3:4])([CH3:3])[CH3:2].FC(F)(F)C(O)=O. (6) Given the product [F:1][C:2]1[CH:7]=[C:6]([F:8])[CH:5]=[CH:4][C:3]=1[CH:9]([OH:27])[CH:10]([CH2:16][C:17]1[CH:22]=[CH:21][C:20]([C:23]([F:24])([F:25])[F:26])=[CH:19][CH:18]=1)[C:11]([OH:13])=[O:12], predict the reactants needed to synthesize it. The reactants are: [F:1][C:2]1[CH:7]=[C:6]([F:8])[CH:5]=[CH:4][C:3]=1[CH:9]([OH:27])[CH:10]([CH2:16][C:17]1[CH:22]=[CH:21][C:20]([C:23]([F:26])([F:25])[F:24])=[CH:19][CH:18]=1)[C:11]([O:13]CC)=[O:12].[OH-].[Na+].Cl. (7) Given the product [Br:1][C:2]1[CH:3]=[C:4]([CH:8]=[O:9])[S:5][C:6]=1[S:23][C:19]1[CH:20]=[CH:21][CH:22]=[C:17]([F:16])[CH:18]=1, predict the reactants needed to synthesize it. The reactants are: [Br:1][C:2]1[CH:3]=[C:4]([CH:8]=[O:9])[S:5][C:6]=1Br.C(=O)([O-])[O-].[K+].[K+].[F:16][C:17]1[CH:18]=[C:19]([SH:23])[CH:20]=[CH:21][CH:22]=1.O.